Dataset: Catalyst prediction with 721,799 reactions and 888 catalyst types from USPTO. Task: Predict which catalyst facilitates the given reaction. Reactant: [ClH:1].Cl.Cl.[N:4]1([C:10]2[CH:15]=[CH:14][C:13]([C@H:16]3[CH2:21][NH:20][CH2:19][CH2:18][NH:17]3)=[CH:12][CH:11]=2)[CH2:9][CH2:8][CH2:7][CH2:6][CH2:5]1.C(N(CC)CC)C.[Cl:29][C:30]1[N:35]([CH3:36])[C:34](=[O:37])[CH:33]=[C:32]([C:38]2[CH:43]=[CH:42][N:41]=[CH:40][C:39]=2[F:44])[N:31]=1. Product: [ClH:29].[ClH:1].[ClH:29].[F:44][C:39]1[CH:40]=[N:41][CH:42]=[CH:43][C:38]=1[C:32]1[N:31]=[C:30]([N:20]2[CH2:19][CH2:18][NH:17][C@@H:16]([C:13]3[CH:12]=[CH:11][C:10]([N:4]4[CH2:5][CH2:6][CH2:7][CH2:8][CH2:9]4)=[CH:15][CH:14]=3)[CH2:21]2)[N:35]([CH3:36])[C:34](=[O:37])[CH:33]=1. The catalyst class is: 7.